This data is from Experimentally validated miRNA-target interactions with 360,000+ pairs, plus equal number of negative samples. The task is: Binary Classification. Given a miRNA mature sequence and a target amino acid sequence, predict their likelihood of interaction. (1) The miRNA is hsa-miR-662 with sequence UCCCACGUUGUGGCCCAGCAG. The protein sequence of the target gene is MWASRDHLPEPDLGDAAPPGSPSSFWTSGLPRQERSTSRQRSRGSPSSTCVPYKVHALATFECSATSHASRLWQTLQQFWADHISRPFSPRRPPLRRMPSLSTFYLLDHNTRQAELGLAYGAPCMRLSNQAFVFRGGRWTTESQLARTRSPLLSRTAWGWKAQVQRSKSQVLLEENNYLKLQQELLIDMLTETMARMHLLEKQRNPEVIPTAAARAGQRKMRKRAGASAGVLMIQPCALDSQ. Result: 1 (interaction). (2) The miRNA is hsa-miR-92b-3p with sequence UAUUGCACUCGUCCCGGCCUCC. The protein sequence of the target gene is MAAPCVSYGGAVSYRLLLWGRGSLARKQGLWKTAAPELQTNVRSQILRLRHTAFVIPKKNVPTSKRETYTEDFIKKQIEEFNIGKRHLANMMGEDPETFTQEDIDRAIAYLFPSGLFEKRARPVMKHPEQIFPRQRAIQWGEDGRPFHYLFYTGKQSYYSLMHDVYGMLLNLEKHQSHLQAKSLLPEKTVTRDVIGSRWLIKEELEEMLVEKLSDLDYMQFIRLLEKLLTSQCGAAEEEFVQRFRRSVTLESKKQLIEPVQYDEQGMAFSKSEGKRKTAKAEAIVYKHGSGRIKVNGIDY.... Result: 0 (no interaction).